From a dataset of Forward reaction prediction with 1.9M reactions from USPTO patents (1976-2016). Predict the product of the given reaction. (1) Given the reactants ClCCl.[Cl-].[Al+3].[Cl-].[Cl-].[Cl-].[CH2:9]([O:11][C:12](=[O:18])[CH2:13][CH2:14][C:15]([OH:17])=O)[CH3:10].[Br:19][C:20]1[CH:21]=[CH:22][CH:23]=[C:24]2[C:28]=1[NH:27][CH:26]=[CH:25]2, predict the reaction product. The product is: [Br:19][C:20]1[CH:21]=[CH:22][CH:23]=[C:24]2[C:28]=1[NH:27][CH:26]=[C:25]2[C:15](=[O:17])[CH2:14][CH2:13][C:12]([O:11][CH2:9][CH3:10])=[O:18]. (2) Given the reactants [CH2:1]([C:3]1[CH:4]=[C:5]2[C:9](=[CH:10][C:11]=1[CH2:12][CH3:13])[CH2:8][CH:7]([NH:14][CH2:15][C@@H:16]([C:18]1[CH:27]=[CH:26][C:25]([OH:28])=[C:24]3[C:19]=1[CH:20]=[CH:21][C:22](=[O:29])[NH:23]3)[OH:17])[CH2:6]2)[CH3:2].[S:30](=[O:34])(=[O:33])([OH:32])[OH:31], predict the reaction product. The product is: [S:30]([OH:34])([OH:33])(=[O:32])=[O:31].[CH2:12]([C:11]1[CH:10]=[C:9]2[C:5](=[CH:4][C:3]=1[CH2:1][CH3:2])[CH2:6][CH:7]([NH:14][CH2:15][C@@H:16]([C:18]1[CH:27]=[CH:26][C:25]([OH:28])=[C:24]3[C:19]=1[CH:20]=[CH:21][C:22](=[O:29])[NH:23]3)[OH:17])[CH2:8]2)[CH3:13]. (3) Given the reactants [N:1]1[CH:6]=[CH:5][CH:4]=[C:3]([O:7][C:8]2[CH:9]=[CH:10][C:11]3[C:12]4[N:26](COCC[Si](C)(C)C)[N:25]=[CH:24][C:13]=4[C:14](=[O:23])[N:15]([CH2:18][C:19]([F:22])([F:21])[F:20])[C:16]=3[CH:17]=2)[CH:2]=1.N1C=CC=C(OC2C=CC3C4NN(COCC[Si](C)(C)C)CC=4C(=O)N(CC(F)(F)F)C=3C=2)C=1.[ClH:69], predict the reaction product. The product is: [ClH:69].[N:1]1[CH:6]=[CH:5][CH:4]=[C:3]([O:7][C:8]2[CH:9]=[CH:10][C:11]3[C:12]4[C:13](=[CH:24][NH:25][N:26]=4)[C:14](=[O:23])[N:15]([CH2:18][C:19]([F:20])([F:21])[F:22])[C:16]=3[CH:17]=2)[CH:2]=1. (4) Given the reactants Br[C:2]1[C:3]([NH:9][CH2:10][C:11]([O:13][CH2:14][CH3:15])=[O:12])=[N:4][CH:5]=[C:6]([Br:8])[N:7]=1.[O:16]1[CH2:21][CH2:20][CH:19]([CH2:22][CH2:23][NH2:24])[CH2:18][CH2:17]1, predict the reaction product. The product is: [Br:8][C:6]1[N:7]=[C:2]([NH:24][CH2:23][CH2:22][CH:19]2[CH2:20][CH2:21][O:16][CH2:17][CH2:18]2)[C:3]([NH:9][CH2:10][C:11]([O:13][CH2:14][CH3:15])=[O:12])=[N:4][CH:5]=1. (5) Given the reactants [C:1](Cl)(=[O:4])[CH:2]=[CH2:3].[OH:6][C:7]1[CH:12]=[CH:11][C:10]([C:13]2[CH:18]=[CH:17][CH:16]=[C:15]([C:19]3[CH:24]=[CH:23][C:22]([OH:25])=[CH:21][CH:20]=3)[CH:14]=2)=[CH:9][CH:8]=1.C(N([CH2:31][CH3:32])CC)C.Cl.[OH-:34].[Na+].Cl[CH2:37]Cl, predict the reaction product. The product is: [C:37]([O:6][C:7]1[CH:8]=[CH:9][C:10]([C:13]2[CH:18]=[CH:17][CH:16]=[C:15]([C:19]3[CH:24]=[CH:23][C:22]([O:25][C:1](=[O:4])[CH:2]=[CH2:3])=[CH:21][CH:20]=3)[CH:14]=2)=[CH:11][CH:12]=1)(=[O:34])[CH:31]=[CH2:32].